Task: Predict the reactants needed to synthesize the given product.. Dataset: Full USPTO retrosynthesis dataset with 1.9M reactions from patents (1976-2016) The reactants are: O.[OH-].[Li+].[CH:4]1([O:8][C@H:9]([CH3:45])[C@@H:10]([C:41]([O:43]C)=[O:42])[NH:11][C:12]([C:14]2[CH:19]=[CH:18][C:17]([C:20]3[CH:25]=[CH:24][C:23]([F:26])=[C:22]([F:27])[CH:21]=3)=[CH:16][C:15]=2[NH:28][C:29]([NH:31][C:32]2[C:37]([CH3:38])=[CH:36][C:35]([CH3:39])=[CH:34][C:33]=2[CH3:40])=[O:30])=[O:13])[CH2:7][CH2:6][CH2:5]1.O.Cl. Given the product [CH:4]1([O:8][C@H:9]([CH3:45])[C@@H:10]([C:41]([OH:43])=[O:42])[NH:11][C:12]([C:14]2[CH:19]=[CH:18][C:17]([C:20]3[CH:25]=[CH:24][C:23]([F:26])=[C:22]([F:27])[CH:21]=3)=[CH:16][C:15]=2[NH:28][C:29]([NH:31][C:32]2[C:37]([CH3:38])=[CH:36][C:35]([CH3:39])=[CH:34][C:33]=2[CH3:40])=[O:30])=[O:13])[CH2:7][CH2:6][CH2:5]1, predict the reactants needed to synthesize it.